Dataset: Full USPTO retrosynthesis dataset with 1.9M reactions from patents (1976-2016). Task: Predict the reactants needed to synthesize the given product. (1) Given the product [CH:9]1[N:10]=[CH:11][NH:12][C:6]=1/[CH:5]=[CH:4]/[C:3]([OH:2])=[O:18], predict the reactants needed to synthesize it. The reactants are: C[O:2][C:3]1C=C[C:6]([C:9]2N=C[N:12]=[CH:11][N:10]=2)=[CH:5][CH:4]=1.C(N)(=[O:18])C=C. (2) Given the product [Cl:1][C:2]1[CH:18]=[CH:17][C:5]2[C:6]3[S:13][C:14]([C:15]#[N:16])=[C:9]([OH:10])[C:7]=3[S:8][C:4]=2[CH:3]=1, predict the reactants needed to synthesize it. The reactants are: [Cl:1][C:2]1[CH:18]=[CH:17][C:5]2[C:6]([S:13][CH2:14][C:15]#[N:16])=[C:7]([C:9](OC)=[O:10])[S:8][C:4]=2[CH:3]=1.O.[OH-].[Li+]. (3) Given the product [N:22]1[C:23]([NH2:28])=[N:24][C:25]([NH2:27])=[N:26][C:21]=1[NH2:20], predict the reactants needed to synthesize it. The reactants are: S(=O)(=O)(O)O.C1(C)C=CC(S(O)(=O)=O)=CC=1.Cl.C([NH:20][C:21]1[N:26]=[C:25]([NH2:27])[N:24]=[C:23]([NH2:28])[N:22]=1)O.CO. (4) Given the product [CH3:1][C@:2]12[C@@:19]3([CH3:20])[C@@H:10]([C@:11]4([CH3:33])[C@@H:16]([CH2:17][CH2:18]3)[C:15]([CH3:21])([CH3:22])[C:14]([C:23]3[CH:32]=[CH:31][C:26]([C:27]([OH:29])=[O:28])=[CH:25][CH:24]=3)=[CH:13][CH2:12]4)[CH2:9][CH2:8][C@@H:7]1[C@H:6]1[C@H:34]([C:37]([CH3:39])=[CH2:38])[CH2:35][CH2:36][C@:5]1([NH:40][CH2:41][C:42]1[CH:46]=[CH:45][S:44][CH:43]=1)[CH2:4][CH2:3]2, predict the reactants needed to synthesize it. The reactants are: [CH3:1][C@:2]12[C@@:19]3([CH3:20])[C@@H:10]([C@:11]4([CH3:33])[C@@H:16]([CH2:17][CH2:18]3)[C:15]([CH3:22])([CH3:21])[C:14]([C:23]3[CH:32]=[CH:31][C:26]([C:27]([O:29]C)=[O:28])=[CH:25][CH:24]=3)=[CH:13][CH2:12]4)[CH2:9][CH2:8][C@@H:7]1[C@H:6]1[C@H:34]([C:37]([CH3:39])=[CH2:38])[CH2:35][CH2:36][C@:5]1([NH:40][CH2:41][C:42]1[CH:46]=[CH:45][S:44][CH:43]=1)[CH2:4][CH2:3]2.[OH-].[Na+]. (5) Given the product [Br:1][C:2]1[CH:7]=[C:6]([Cl:8])[C:5]([S:9]([NH:14][C:15]2[C:16]([CH2:22][CH:23]([CH3:25])[CH3:24])=[N:17][N:18]([CH3:21])[C:19]=2[CH3:20])(=[O:11])=[O:10])=[C:4]([Cl:13])[CH:3]=1, predict the reactants needed to synthesize it. The reactants are: [Br:1][C:2]1[CH:7]=[C:6]([Cl:8])[C:5]([S:9](Cl)(=[O:11])=[O:10])=[C:4]([Cl:13])[CH:3]=1.[NH2:14][C:15]1[C:16]([CH2:22][CH:23]([CH3:25])[CH3:24])=[N:17][N:18]([CH3:21])[C:19]=1[CH3:20]. (6) Given the product [C:11]1([C:9](=[O:10])[CH2:8][CH:7]([C:4]2[CH:5]=[CH:6][CH:1]=[CH:2][CH:3]=2)[C:17](=[O:20])[CH2:18][CH3:19])[CH:16]=[CH:15][CH:14]=[CH:13][CH:12]=1, predict the reactants needed to synthesize it. The reactants are: [CH:1]1[CH:2]=[CH:3][C:4](/[CH:7]=[CH:8]/[C:9]([C:11]2[CH:12]=[CH:13][CH:14]=[CH:15][CH:16]=2)=[O:10])=[CH:5][CH:6]=1.[CH:17](=[O:20])[CH2:18][CH3:19].C(N(CC)CC)C.